Dataset: CYP1A2 inhibition data for predicting drug metabolism from PubChem BioAssay. Task: Regression/Classification. Given a drug SMILES string, predict its absorption, distribution, metabolism, or excretion properties. Task type varies by dataset: regression for continuous measurements (e.g., permeability, clearance, half-life) or binary classification for categorical outcomes (e.g., BBB penetration, CYP inhibition). Dataset: cyp1a2_veith. (1) The compound is CCOc1c(OC(C)=O)ccc(/C=C2\N=C(SCC)SC2=O)c1[N+](=O)[O-]. The result is 1 (inhibitor). (2) The drug is NNC(=O)c1nn(-c2ccc(Cl)cc2)ccc1=O. The result is 1 (inhibitor). (3) The drug is COc1cccc(-c2nc(NCCNC(C)=O)c3ccccc3n2)c1. The result is 1 (inhibitor).